This data is from Full USPTO retrosynthesis dataset with 1.9M reactions from patents (1976-2016). The task is: Predict the reactants needed to synthesize the given product. Given the product [C:2]([CH:3]([CH2:15][CH2:16][CH2:17][CH2:18][C:19]([O:21][CH2:22][CH3:23])=[O:20])[C:4]([O:6][C:7]([CH3:10])([CH3:9])[CH3:8])=[O:5])(=[O:1])[CH3:11], predict the reactants needed to synthesize it. The reactants are: [O:1]=[C:2]([CH3:11])[CH2:3][C:4]([O:6][C:7]([CH3:10])([CH3:9])[CH3:8])=[O:5].[H-].[Na+].I[CH2:15][CH2:16][CH2:17][CH2:18][C:19]([O:21][CH2:22][CH3:23])=[O:20].C(OCC)(=O)C.